Dataset: Forward reaction prediction with 1.9M reactions from USPTO patents (1976-2016). Task: Predict the product of the given reaction. (1) Given the reactants [F:1][C:2]1[C:18]([NH:19][C:20]2[C:23](=[O:24])[C:22](=[O:25])[C:21]=2OC)=[CH:17][CH:16]=[CH:15][C:3]=1[C:4]([N:6]1[CH2:10][CH2:9][CH2:8][C@H:7]1[C:11]([O:13][CH3:14])=[O:12])=[O:5].[CH3:28][C:29]1[O:33][C:32]([CH:34]([NH2:40])[CH:35]2[CH2:39][CH2:38][CH2:37][S:36]2)=[CH:31][CH:30]=1, predict the reaction product. The product is: [F:1][C:2]1[C:18]([NH:19][C:20]2[C:23](=[O:24])[C:22](=[O:25])[C:21]=2[NH:40][CH:34]([C:32]2[O:33][C:29]([CH3:28])=[CH:30][CH:31]=2)[CH:35]2[CH2:39][CH2:38][CH2:37][S:36]2)=[CH:17][CH:16]=[CH:15][C:3]=1[C:4]([N:6]1[CH2:10][CH2:9][CH2:8][C@H:7]1[C:11]([O:13][CH3:14])=[O:12])=[O:5]. (2) Given the reactants [O:1]=[S:2]1(=[O:17])[CH2:6][CH2:5][CH2:4][N:3]1[C:7]1[CH:15]=[CH:14][C:10]([C:11]([OH:13])=O)=[C:9]([F:16])[CH:8]=1.[Cl:18][C:19]1[C:20]([N:26]2[CH2:31][CH2:30][NH:29][CH2:28][CH2:27]2)=[N:21][CH:22]=[C:23]([Cl:25])[CH:24]=1, predict the reaction product. The product is: [Cl:18][C:19]1[C:20]([N:26]2[CH2:31][CH2:30][N:29]([C:11]([C:10]3[CH:14]=[CH:15][C:7]([N:3]4[CH2:4][CH2:5][CH2:6][S:2]4(=[O:1])=[O:17])=[CH:8][C:9]=3[F:16])=[O:13])[CH2:28][CH2:27]2)=[N:21][CH:22]=[C:23]([Cl:25])[CH:24]=1. (3) Given the reactants [CH3:1][O:2][C:3]1[CH:4]=[C:5]([CH:7]=[CH:8][C:9]=1[CH3:10])[NH2:6].[Br-:11].[Br-].[Br-].C([N+](CCCC)(CCCC)CCCC)CCC.C([N+](CCCC)(CCCC)CCCC)CCC.C([N+](CCCC)(CCCC)CCCC)CCC.C([O-])(O)=O.[Na+], predict the reaction product. The product is: [Br:11][C:7]1[CH:8]=[C:9]([CH3:10])[C:3]([O:2][CH3:1])=[CH:4][C:5]=1[NH2:6]. (4) Given the reactants Cl.[NH2:2][CH2:3][C:4]1[CH:9]=[CH:8][C:7]([C:10]2[N:14]=[C:13]([CH3:15])[O:12][N:11]=2)=[CH:6][C:5]=1[NH:16][CH2:17][C:18]([O:20][CH2:21][C:22]1[CH:27]=[CH:26][CH:25]=[CH:24][CH:23]=1)=[O:19].C1C=NC2N(O)N=NC=2C=1.CCN=C=NCCCN(C)C.[F:49][C:50]([F:62])([F:61])[O:51][C:52]1[CH:53]=[C:54]([CH:58]=[CH:59][CH:60]=1)[C:55](O)=[O:56], predict the reaction product. The product is: [CH3:15][C:13]1[O:12][N:11]=[C:10]([C:7]2[CH:8]=[CH:9][C:4]([CH2:3][NH:2][C:55](=[O:56])[C:54]3[CH:58]=[CH:59][CH:60]=[C:52]([O:51][C:50]([F:49])([F:61])[F:62])[CH:53]=3)=[C:5]([NH:16][CH2:17][C:18]([O:20][CH2:21][C:22]3[CH:23]=[CH:24][CH:25]=[CH:26][CH:27]=3)=[O:19])[CH:6]=2)[N:14]=1. (5) Given the reactants C(O[C:5](=[O:17])[C:6](=[CH:13]OCC)[C:7]([O:9][CH:10]([CH3:12])[CH3:11])=[O:8])(C)C.[C:18]([CH2:20][C:21]([N:23]1[CH2:28][CH2:27][CH:26]([C:29]([O:31][C:32]([CH3:35])([CH3:34])[CH3:33])=[O:30])[CH2:25][CH2:24]1)=[NH:22])#[N:19], predict the reaction product. The product is: [C:32]([O:31][C:29]([CH:26]1[CH2:25][CH2:24][N:23]([C:21]2[NH:22][C:5](=[O:17])[C:6]([C:7]([O:9][CH:10]([CH3:11])[CH3:12])=[O:8])=[CH:13][C:20]=2[C:18]#[N:19])[CH2:28][CH2:27]1)=[O:30])([CH3:35])([CH3:33])[CH3:34]. (6) Given the reactants [F:1][C:2]1([F:32])[CH2:5][CH:4]([NH:6][C:7]([C@H:9]([C:25]2[CH:30]=[CH:29][CH:28]=[CH:27][C:26]=2[Cl:31])[N:10]([C:18]2[CH:23]=[CH:22][CH:21]=[C:20]([F:24])[CH:19]=2)[C:11]([C@@H:13]2[CH2:17][CH2:16][CH2:15][NH:14]2)=[O:12])=[O:8])[CH2:3]1.Br[C:34]1[N:39]=[CH:38][CH:37]=[CH:36][N:35]=1.C1C=CC(P(C2C(C3C(P(C4C=CC=CC=4)C4C=CC=CC=4)=CC=C4C=3C=CC=C4)=C3C(C=CC=C3)=CC=2)C2C=CC=CC=2)=CC=1.CC([O-])(C)C.[Na+].N#N, predict the reaction product. The product is: [F:32][C:2]1([F:1])[CH2:5][CH:4]([NH:6][C:7]([C@H:9]([C:25]2[CH:30]=[CH:29][CH:28]=[CH:27][C:26]=2[Cl:31])[N:10]([C:18]2[CH:23]=[CH:22][CH:21]=[C:20]([F:24])[CH:19]=2)[C:11]([C@@H:13]2[CH2:17][CH2:16][CH2:15][N:14]2[C:34]2[N:39]=[CH:38][CH:37]=[CH:36][N:35]=2)=[O:12])=[O:8])[CH2:3]1.